This data is from Forward reaction prediction with 1.9M reactions from USPTO patents (1976-2016). The task is: Predict the product of the given reaction. (1) Given the reactants C(OC([NH:8][CH2:9][CH2:10][CH2:11][C@@H:12]([CH2:16][C:17]1[N:18]=[CH:19][N:20]2[C:29]3[C:24](=[CH:25][C:26]([CH2:30][CH2:31][CH3:32])=[CH:27][CH:28]=3)[CH2:23][CH2:22][C:21]=12)[C:13]([OH:15])=[O:14])=O)(C)(C)C.[ClH:33], predict the reaction product. The product is: [ClH:33].[ClH:33].[NH2:8][CH2:9][CH2:10][CH2:11][C@@H:12]([CH2:16][C:17]1[N:18]=[CH:19][N:20]2[C:29]3[C:24](=[CH:25][C:26]([CH2:30][CH2:31][CH3:32])=[CH:27][CH:28]=3)[CH2:23][CH2:22][C:21]=12)[C:13]([OH:15])=[O:14]. (2) Given the reactants [Cl:1][C:2]1[CH:11]=[CH:10][C:5]2[C:6](=[O:9])[NH:7][S:8][C:4]=2[CH:3]=1.[CH2:12]([N:18]=[C:19]=[O:20])[CH2:13][CH2:14][CH2:15][CH2:16][CH3:17], predict the reaction product. The product is: [CH2:12]([NH:18][C:19]([N:7]1[C:6](=[O:9])[C:5]2[CH:10]=[CH:11][C:2]([Cl:1])=[CH:3][C:4]=2[S:8]1)=[O:20])[CH2:13][CH2:14][CH2:15][CH2:16][CH3:17].